From a dataset of Reaction yield outcomes from USPTO patents with 853,638 reactions. Predict the reaction yield, written as a fraction of the theoretical maximum amount of product (1.0 means a 100% yield; for example, 0.34 means a 34% yield). (1) The reactants are [Cl:1][C:2]1[CH:7]=[CH:6][C:5]([S:8][C:9]2[O:13][C:12]([C:14]3[CH:19]=[CH:18][CH:17]=[CH:16][CH:15]=3)=[N:11][C:10]=2[C:20]2[CH:27]=[CH:26][C:23]([C:24]#[N:25])=[CH:22][CH:21]=2)=[CH:4][CH:3]=1.[NH2:28]O.[C:30]([O-:33])([O-])=O.[K+].[K+]. The catalyst is CCO. The product is [Cl:1][C:2]1[CH:7]=[CH:6][C:5]([S:8][C:9]2[O:13][C:12]([C:14]3[CH:19]=[CH:18][CH:17]=[CH:16][CH:15]=3)=[N:11][C:10]=2[C:20]2[CH:21]=[CH:22][C:23]([C:24]3[N:28]=[CH:30][O:33][N:25]=3)=[CH:26][CH:27]=2)=[CH:4][CH:3]=1. The yield is 0.370. (2) The reactants are [CH3:1][O:2][C:3]1[C:17]([O:18][CH3:19])=[CH:16][CH:15]=[CH:14][C:4]=1[CH2:5][NH:6][CH2:7][CH2:8][CH2:9][CH2:10][CH2:11][CH2:12][CH3:13].[CH2:20]([O:22][C@H:23]([C:36]([O:38][CH2:39][CH3:40])=[O:37])[CH2:24][C:25]1[CH:35]=[CH:34][C:28]([O:29][CH2:30][C:31](O)=[O:32])=[CH:27][CH:26]=1)[CH3:21].C(N(CC)C(C)C)(C)C.F[B-](F)(F)F.N1(OC(N(C)C)=[N+](C)C)C2C=CC=CC=2N=N1. The catalyst is C(Cl)Cl. The product is [CH3:1][O:2][C:3]1[C:17]([O:18][CH3:19])=[CH:16][CH:15]=[CH:14][C:4]=1[CH2:5][N:6]([CH2:7][CH2:8][CH2:9][CH2:10][CH2:11][CH2:12][CH3:13])[C:31](=[O:32])[CH2:30][O:29][C:28]1[CH:27]=[CH:26][C:25]([CH2:24][C@H:23]([O:22][CH2:20][CH3:21])[C:36]([O:38][CH2:39][CH3:40])=[O:37])=[CH:35][CH:34]=1. The yield is 0.580. (3) The reactants are [CH3:1][N:2]1[C:10]([CH2:11][CH2:12][CH2:13][C:14]([OH:16])=O)=[N:9][C:8]2[CH:7]=[C:6]([N:17]([CH2:21][CH2:22][Cl:23])[CH2:18][CH2:19][Cl:20])[CH:5]=[CH:4][C:3]1=2.Cl.CN(C(ON1N=NC2C=CC=NC1=2)=[N+](C)C)C.F[P-](F)(F)(F)(F)F.CCN(C(C)C)C(C)C.Cl.[CH3:59][O:60][C:61](=[O:65])[C@H:62]([CH3:64])[NH2:63]. The catalyst is CN(C=O)C. The product is [CH3:59][O:60][C:61](=[O:65])[C@@H:62]([NH:63][C:14](=[O:16])[CH2:13][CH2:12][CH2:11][C:10]1[N:2]([CH3:1])[C:3]2[CH:4]=[CH:5][C:6]([N:17]([CH2:21][CH2:22][Cl:23])[CH2:18][CH2:19][Cl:20])=[CH:7][C:8]=2[N:9]=1)[CH3:64]. The yield is 0.633. (4) The reactants are [C:1]([NH:9][C:10]1[C:11]2[N:12]=[CH:13][N:14]([C:30]=2[N:31]=[CH:32][N:33]=1)[C@@H:15]1[O:29][C@H:19]([CH2:20][O:21][Si:22]([C:25]([CH3:28])([CH3:27])[CH3:26])([CH3:24])[CH3:23])[C@@H:17]([OH:18])[CH2:16]1)(=[O:8])[C:2]1[CH:7]=[CH:6][CH:5]=[CH:4][CH:3]=1.[CH3:34][S:35]([CH3:37])=O.C(OC(=O)C)(=O)C.C([O-])(O)=O.[Na+]. The catalyst is C(O)(=O)C. The product is [C:1]([NH:9][C:10]1[C:11]2[N:12]=[CH:13][N:14]([C:30]=2[N:31]=[CH:32][N:33]=1)[C@@H:15]1[O:29][C@H:19]([CH2:20][O:21][Si:22]([C:25]([CH3:26])([CH3:27])[CH3:28])([CH3:24])[CH3:23])[C@@H:17]([O:18][CH2:34][S:35][CH3:37])[CH2:16]1)(=[O:8])[C:2]1[CH:3]=[CH:4][CH:5]=[CH:6][CH:7]=1. The yield is 0.710. (5) The reactants are [F:1][CH2:2][C:3]1([CH2:11][F:12])[O:8][CH2:7][CH:6]([CH2:9][OH:10])[CH2:5][O:4]1.[H-].[Na+].Cl[C:16]1[CH:21]=[CH:20][N+:19]([O-:22])=[C:18]([CH3:23])[C:17]=1[CH3:24]. The catalyst is CS(C)=O. The product is [F:1][CH2:2][C:3]1([CH2:11][F:12])[O:4][CH2:5][CH:6]([CH2:9][O:10][C:16]2[CH:21]=[CH:20][N+:19]([O-:22])=[C:18]([CH3:23])[C:17]=2[CH3:24])[CH2:7][O:8]1. The yield is 0.606. (6) The reactants are [F:1][C:2]1[C:3](I)=[CH:4][C:5]([CH3:12])=[C:6]([NH:8][C:9](=[O:11])[CH3:10])[CH:7]=1.Br[C:15]([F:22])([F:21])[C:16]([O:18][CH2:19][CH3:20])=[O:17].[Cl-].[NH4+]. The product is [C:9]([NH:8][C:6]1[C:5]([CH3:12])=[CH:4][C:3]([C:15]([F:22])([F:21])[C:16]([O:18][CH2:19][CH3:20])=[O:17])=[C:2]([F:1])[CH:7]=1)(=[O:11])[CH3:10]. The catalyst is [Cu].CS(C)=O. The yield is 1.00. (7) The reactants are [F:1][C:2]1([F:12])[O:6][C:5]2[CH:7]=[CH:8][C:9]([OH:11])=[CH:10][C:4]=2[O:3]1.C([Mg]Cl)(C)C.[F:18][C:19]([F:38])([F:37])[C:20]1[O:24][C:23]([CH2:25][N:26]2[C:34]3[C:29](=[CH:30][CH:31]=[CH:32][CH:33]=3)[C:28](=[O:35])[C:27]2=[O:36])=[CH:22][CH:21]=1.[Cl-].[NH4+]. The catalyst is O1CCCC1. The product is [F:12][C:2]1([F:1])[O:3][C:4]2[CH:10]=[C:9]([OH:11])[C:8]([C:28]3([OH:35])[C:29]4[C:34](=[CH:33][CH:32]=[CH:31][CH:30]=4)[N:26]([CH2:25][C:23]4[O:24][C:20]([C:19]([F:38])([F:37])[F:18])=[CH:21][CH:22]=4)[C:27]3=[O:36])=[CH:7][C:5]=2[O:6]1. The yield is 0.730.